The task is: Predict which catalyst facilitates the given reaction.. This data is from Catalyst prediction with 721,799 reactions and 888 catalyst types from USPTO. (1) Reactant: [CH3:1][O:2][C:3]1[CH:4]=[CH:5][C:6]([N+:10]([O-:12])=[O:11])=[C:7]([NH2:9])[CH:8]=1.[CH3:13][C:14]([O:17][C:18](O[C:18]([O:17][C:14]([CH3:16])([CH3:15])[CH3:13])=[O:19])=[O:19])([CH3:16])[CH3:15].C(O)(C(F)(F)F)=O. Product: [C:14]([O:17][C:18](=[O:19])[NH:9][C:7]1[CH:8]=[C:3]([O:2][CH3:1])[CH:4]=[CH:5][C:6]=1[N+:10]([O-:12])=[O:11])([CH3:16])([CH3:15])[CH3:13]. The catalyst class is: 2. (2) Reactant: [CH3:1][C:2](C)([O-:4])C.[K+].[C:7]([C:10]1[CH:11]=[CH:12][C:13]([O:34][CH2:35][C:36]2[CH:41]=[C:40](Cl)[CH:39]=[CH:38][N:37]=2)=[C:14]([C:16]2[CH:33]=[CH:32][C:19]3[CH2:20][CH2:21][N:22]([C:25]([O:27][C:28]([CH3:31])([CH3:30])[CH3:29])=[O:26])[CH2:23][CH2:24][C:18]=3[CH:17]=2)[CH:15]=1)(=[O:9])[CH3:8].O. Product: [C:7]([C:10]1[CH:11]=[CH:12][C:13]([O:34][CH2:35][C:36]2[CH:41]=[C:40]([O:4][CH2:2][CH3:1])[CH:39]=[CH:38][N:37]=2)=[C:14]([C:16]2[CH:33]=[CH:32][C:19]3[CH2:20][CH2:21][N:22]([C:25]([O:27][C:28]([CH3:31])([CH3:30])[CH3:29])=[O:26])[CH2:23][CH2:24][C:18]=3[CH:17]=2)[CH:15]=1)(=[O:9])[CH3:8]. The catalyst class is: 8. (3) Reactant: [Cl:1][C:2]1[CH:7]=[CH:6][C:5]([S:8]([NH:11][CH:12]2[CH2:17][CH2:16][CH2:15][CH2:14][CH:13]2[CH3:18])(=[O:10])=[O:9])=[CH:4][CH:3]=1.Br[CH2:20][C:21]1[CH:30]=[CH:29][C:24]([C:25]([O:27][CH3:28])=[O:26])=[CH:23][CH:22]=1.C(=O)([O-])[O-].[Cs+].[Cs+].C(OCC)(=O)C. Product: [Cl:1][C:2]1[CH:7]=[CH:6][C:5]([S:8]([N:11]([CH2:20][C:21]2[CH:30]=[CH:29][C:24]([C:25]([O:27][CH3:28])=[O:26])=[CH:23][CH:22]=2)[CH:12]2[CH2:17][CH2:16][CH2:15][CH2:14][CH:13]2[CH3:18])(=[O:10])=[O:9])=[CH:4][CH:3]=1. The catalyst class is: 18.